Dataset: Peptide-MHC class I binding affinity with 185,985 pairs from IEDB/IMGT. Task: Regression. Given a peptide amino acid sequence and an MHC pseudo amino acid sequence, predict their binding affinity value. This is MHC class I binding data. The peptide sequence is NVFKAMETFK. The MHC is HLA-A31:01 with pseudo-sequence HLA-A31:01. The binding affinity (normalized) is 0.617.